This data is from TCR-epitope binding with 47,182 pairs between 192 epitopes and 23,139 TCRs. The task is: Binary Classification. Given a T-cell receptor sequence (or CDR3 region) and an epitope sequence, predict whether binding occurs between them. (1) The epitope is VTEHDTLLY. The TCR CDR3 sequence is CASSYGGAAYTGELFF. Result: 0 (the TCR does not bind to the epitope). (2) The epitope is FVDGVPFVV. Result: 1 (the TCR binds to the epitope). The TCR CDR3 sequence is CASSSGGKRGISPSYEQYF.